From a dataset of Catalyst prediction with 721,799 reactions and 888 catalyst types from USPTO. Predict which catalyst facilitates the given reaction. (1) Reactant: [N+:1]([O-:4])([O-])=[O:2].[NH4+].[CH2:6]([C:8]1[CH:14]=[CH:13][C:11]([NH2:12])=[CH:10][CH:9]=1)[CH3:7]. Product: [CH2:6]([C:8]1[CH:14]=[CH:13][C:11]([NH2:12])=[CH:10][C:9]=1[N+:1]([O-:4])=[O:2])[CH3:7]. The catalyst class is: 65. (2) Reactant: [Br:1][C:2]1[CH:7]=[CH:6][C:5]([C:8](=O)[CH3:9])=[C:4]([F:11])[CH:3]=1.[NH2:12][NH2:13]. Product: [Br:1][C:2]1[CH:7]=[CH:6][C:5]([C:8](=[N:12][NH2:13])[CH3:9])=[C:4]([F:11])[CH:3]=1. The catalyst class is: 8. (3) Reactant: [CH:1]([C:3]1[C:8]([C:9]#[N:10])=[CH:7][N:6]=[CH:5][CH:4]=1)=[CH2:2]. Product: [CH2:1]([C:3]1[C:8]([C:9]#[N:10])=[CH:7][N:6]=[CH:5][CH:4]=1)[CH3:2]. The catalyst class is: 586. (4) Reactant: FC(F)(F)S([O:6][S:7]([C:10]([F:13])([F:12])[F:11])(=[O:9])=[O:8])(=O)=O.[F:16][C:17]([F:35])([F:34])[C:18]([N:20]1[CH2:25][CH2:24][CH2:23][C@@H:22]2[C:26]3[CH:27]=[C:28](O)[CH:29]=[CH:30][C:31]=3[CH2:32][C@H:21]12)=[O:19].C(N(CC)CC)C.O. Product: [F:35][C:17]([F:16])([F:34])[C:18]([N:20]1[CH2:25][CH2:24][CH2:23][C@@H:22]2[C:26]3[CH:27]=[C:28]([O:6][S:7]([C:10]([F:11])([F:12])[F:13])(=[O:8])=[O:9])[CH:29]=[CH:30][C:31]=3[CH2:32][C@H:21]12)=[O:19]. The catalyst class is: 119.